From a dataset of NCI-60 drug combinations with 297,098 pairs across 59 cell lines. Regression. Given two drug SMILES strings and cell line genomic features, predict the synergy score measuring deviation from expected non-interaction effect. (1) Drug 1: C1=CC=C(C=C1)NC(=O)CCCCCCC(=O)NO. Drug 2: CC12CCC3C(C1CCC2OP(=O)(O)O)CCC4=C3C=CC(=C4)OC(=O)N(CCCl)CCCl.[Na+]. Cell line: SF-539. Synergy scores: CSS=20.2, Synergy_ZIP=3.74, Synergy_Bliss=6.77, Synergy_Loewe=0.950, Synergy_HSA=6.14. (2) Drug 1: CNC(=O)C1=CC=CC=C1SC2=CC3=C(C=C2)C(=NN3)C=CC4=CC=CC=N4. Drug 2: CC(CN1CC(=O)NC(=O)C1)N2CC(=O)NC(=O)C2. Cell line: M14. Synergy scores: CSS=1.71, Synergy_ZIP=-1.05, Synergy_Bliss=-2.00, Synergy_Loewe=-6.25, Synergy_HSA=-6.07.